Dataset: Full USPTO retrosynthesis dataset with 1.9M reactions from patents (1976-2016). Task: Predict the reactants needed to synthesize the given product. Given the product [CH2:1]([O:3][C:4](=[O:32])[CH:5]([C:6]1[CH:7]=[C:8]([C:13]2[CH:18]=[CH:17][C:16]([C:19]([F:21])([F:20])[F:22])=[CH:15][C:14]=2[CH2:23][N:24]([C:27]([CH:29]2[CH2:30][CH2:31]2)=[O:28])[CH2:25][CH3:26])[CH:9]=[C:10]([Cl:12])[CH:11]=1)[CH3:34])[CH3:2], predict the reactants needed to synthesize it. The reactants are: [CH2:1]([O:3][C:4](=[O:32])[CH2:5][C:6]1[CH:7]=[C:8]([C:13]2[CH:18]=[CH:17][C:16]([C:19]([F:22])([F:21])[F:20])=[CH:15][C:14]=2[CH2:23][N:24]([C:27]([CH:29]2[CH2:31][CH2:30]2)=[O:28])[CH2:25][CH3:26])[CH:9]=[C:10]([Cl:12])[CH:11]=1)[CH3:2].I[CH3:34].